Dataset: Reaction yield outcomes from USPTO patents with 853,638 reactions. Task: Predict the reaction yield, written as a fraction of the theoretical maximum amount of product (1.0 means a 100% yield; for example, 0.34 means a 34% yield). (1) The reactants are [Cl:1][C:2]1[CH:7]=[CH:6][C:5]([C:8]2[C:16]3[C:15]([NH2:17])=[N:14][CH:13]=[N:12][C:11]=3[N:10]([C:18]3[CH:23]=[CH:22][C:21]([N+:24]([O-:26])=[O:25])=[CH:20][CH:19]=3)[CH:9]=2)=[CH:4][CH:3]=1.C1C(=O)N([Cl:34])C(=O)C1. The catalyst is ClCCCl. The product is [Cl:34][C:9]1[N:10]([C:18]2[CH:23]=[CH:22][C:21]([N+:24]([O-:26])=[O:25])=[CH:20][CH:19]=2)[C:11]2[N:12]=[CH:13][N:14]=[C:15]([NH2:17])[C:16]=2[C:8]=1[C:5]1[CH:4]=[CH:3][C:2]([Cl:1])=[CH:7][CH:6]=1. The yield is 0.950. (2) The reactants are [Cl:1][C:2]1[CH:17]=[CH:16][C:5]([O:6][C:7]2[CH:8]=[C:9]([N+:13]([O-])=O)[CH:10]=[CH:11][CH:12]=2)=[CH:4][C:3]=1[CH2:18][CH3:19].O. The catalyst is C(O)(=O)C.[Zn]. The product is [Cl:1][C:2]1[CH:17]=[CH:16][C:5]([O:6][C:7]2[CH:8]=[C:9]([CH:10]=[CH:11][CH:12]=2)[NH2:13])=[CH:4][C:3]=1[CH2:18][CH3:19]. The yield is 1.00.